Dataset: Reaction yield outcomes from USPTO patents with 853,638 reactions. Task: Predict the reaction yield, written as a fraction of the theoretical maximum amount of product (1.0 means a 100% yield; for example, 0.34 means a 34% yield). The reactants are [C:1]1([C:7]2[CH:11]=[C:10]([C:12]3[CH:17]=[CH:16][CH:15]=[CH:14][CH:13]=3)[NH:9][N:8]=2)[CH:6]=[CH:5][CH:4]=[CH:3][CH:2]=1.[H-].[Na+].[I-].[Na+].Br[CH2:23][C:24]1[CH:33]=[CH:32][C:27]([C:28]([O:30][CH3:31])=[O:29])=[CH:26][C:25]=1[O:34][CH:35]([CH3:37])[CH3:36]. The catalyst is CN(C)C=O.C(OCC)(=O)C. The product is [C:1]1([C:7]2[CH:11]=[C:10]([C:12]3[CH:17]=[CH:16][CH:15]=[CH:14][CH:13]=3)[N:9]([CH2:23][C:24]3[CH:33]=[CH:32][C:27]([C:28]([O:30][CH3:31])=[O:29])=[CH:26][C:25]=3[O:34][CH:35]([CH3:37])[CH3:36])[N:8]=2)[CH:6]=[CH:5][CH:4]=[CH:3][CH:2]=1. The yield is 0.920.